This data is from Full USPTO retrosynthesis dataset with 1.9M reactions from patents (1976-2016). The task is: Predict the reactants needed to synthesize the given product. (1) The reactants are: [N:1]1([C:7]2[N:12]=[CH:11][N:10]=[C:9]([NH2:13])[CH:8]=2)[CH2:6][CH2:5][O:4][CH2:3][CH2:2]1.[H-].[Na+].Cl[C:17]1[S:18][C:19]([C:22]#[N:23])=[CH:20][N:21]=1. Given the product [N:1]1([C:7]2[N:12]=[CH:11][N:10]=[C:9]([NH:13][C:17]3[S:18][C:19]([C:22]#[N:23])=[CH:20][N:21]=3)[CH:8]=2)[CH2:2][CH2:3][O:4][CH2:5][CH2:6]1, predict the reactants needed to synthesize it. (2) Given the product [C:34]([Si:31]([CH3:32])([CH3:33])[O:30][C:26]1[CH:27]=[CH:28][C:29]2[C:20]3[C:17]([C:14]4[CH:15]=[CH:16][C:11]([O:10][CH2:9][CH2:8][N:1]5[CH2:2][CH2:3][CH2:4][CH2:5][CH2:6][CH2:7]5)=[CH:12][CH:13]=4)([CH3:18])[O:19][C:39]4[CH:40]=[C:41]([O:44][Si:45]([C:48]([CH3:50])([CH3:51])[CH3:49])([CH3:47])[CH3:46])[CH:42]=[CH:43][C:38]=4[C:21]=3[CH2:22][O:23][C:24]=2[CH:25]=1)([CH3:35])([CH3:36])[CH3:37], predict the reactants needed to synthesize it. The reactants are: [N:1]1([CH2:8][CH2:9][O:10][C:11]2[CH:16]=[CH:15][C:14]([C:17]([C:20]3[C:29]4[C:24](=[CH:25][C:26]([O:30][Si:31]([C:34]([CH3:37])([CH3:36])[CH3:35])([CH3:33])[CH3:32])=[CH:27][CH:28]=4)[O:23][CH2:22][C:21]=3[C:38]3[CH:43]=[CH:42][C:41]([O:44][Si:45]([C:48]([CH3:51])([CH3:50])[CH3:49])([CH3:47])[CH3:46])=[CH:40][C:39]=3O)([OH:19])[CH3:18])=[CH:13][CH:12]=2)[CH2:7][CH2:6][CH2:5][CH2:4][CH2:3][CH2:2]1.Cl. (3) Given the product [ClH:4].[CH2:1]([O:3][C:10](=[O:11])[CH2:9][C:8]([CH3:14])([CH3:13])[CH2:7][NH2:6])[CH3:2], predict the reactants needed to synthesize it. The reactants are: [C:1]([Cl:4])(=[O:3])[CH3:2].Cl.[NH2:6][CH2:7][C:8]([CH3:14])([CH3:13])[CH2:9][C:10](O)=[O:11]. (4) Given the product [CH2:26]([N:23]([CH2:52][CH3:53])[C:21](=[O:22])[C:18]1[CH:19]=[CH:20][C:15]([C:14]([C:28]2[CH:33]=[CH:32][CH:31]=[CH:30][C:29]=2[NH:34][C:42]([NH:41][C:35]2[CH:40]=[CH:39][CH:38]=[CH:37][CH:36]=2)=[O:43])=[C:11]2[CH2:12][CH2:13][NH:8][CH2:9][CH2:10]2)=[CH:16][CH:17]=1)[CH3:27], predict the reactants needed to synthesize it. The reactants are: CC(OC([N:8]1[CH2:13][CH2:12][C:11](=[C:14]([C:28]2[CH:33]=[CH:32][CH:31]=[CH:30][C:29]=2[NH2:34])[C:15]2[CH:20]=[CH:19][C:18]([C:21]([N:23]([CH2:26][CH3:27])CC)=[O:22])=[CH:17][CH:16]=2)[CH2:10][CH2:9]1)=O)(C)C.[C:35]1([N:41]=[C:42]=[O:43])[CH:40]=[CH:39][CH:38]=[CH:37][CH:36]=1.C(O)(C(F)(F)F)=O.Cl[CH2:52][CH2:53]Cl. (5) Given the product [C:16]([O:15][C:13](=[O:14])[NH:1][C@H:2]([C:10](=[O:12])[NH:61][C:57]1[S:56][CH:60]=[CH:59][N:58]=1)[CH2:3][CH:4]1[CH2:5][CH2:6][CH2:7][CH2:8][CH2:9]1)([CH3:19])([CH3:18])[CH3:17], predict the reactants needed to synthesize it. The reactants are: [NH:1]([C:13]([O:15][C:16]([CH3:19])([CH3:18])[CH3:17])=[O:14])[C@H:2]([C:10]([OH:12])=O)[CH2:3][CH:4]1[CH2:9][CH2:8][CH2:7][CH2:6][CH2:5]1.CCN(C(C)C)C(C)C.F[P-](F)(F)(F)(F)F.N1(O[P+](N(C)C)(N(C)C)N(C)C)C2C=CC=CC=2N=N1.[S:56]1[CH:60]=[CH:59][N:58]=[C:57]1[NH2:61]. (6) The reactants are: [H-].[Na+].[NH:3]1[CH:7]=[CH:6][C:5]([CH:8]=[O:9])=[CH:4]1.[C:10]([C:14]1[N:18]([CH2:19][CH:20]2[CH2:25][CH2:24][CH:23]([F:26])[CH2:22][CH2:21]2)[C:17]2[CH:27]=[CH:28][C:29]([S:31](Cl)(=[O:33])=[O:32])=[CH:30][C:16]=2[N:15]=1)([CH3:13])([CH3:12])[CH3:11]. Given the product [C:10]([C:14]1[N:18]([CH2:19][CH:20]2[CH2:21][CH2:22][CH:23]([F:26])[CH2:24][CH2:25]2)[C:17]2[CH:27]=[CH:28][C:29]([S:31]([N:3]3[CH:7]=[CH:6][C:5]([CH:8]=[O:9])=[CH:4]3)(=[O:32])=[O:33])=[CH:30][C:16]=2[N:15]=1)([CH3:13])([CH3:11])[CH3:12], predict the reactants needed to synthesize it.